From a dataset of Forward reaction prediction with 1.9M reactions from USPTO patents (1976-2016). Predict the product of the given reaction. (1) Given the reactants Br[C:2]1[C:11]2[C:6](=[CH:7][CH:8]=[CH:9][CH:10]=2)[C:5]([NH:12][C:13](=[O:19])[O:14][C:15]([CH3:18])([CH3:17])[CH3:16])=[CH:4][CH:3]=1.[Li]CCCC.CN([CH:28]=[O:29])C.O, predict the reaction product. The product is: [CH:28]([C:2]1[C:11]2[C:6](=[CH:7][CH:8]=[CH:9][CH:10]=2)[C:5]([NH:12][C:13](=[O:19])[O:14][C:15]([CH3:18])([CH3:17])[CH3:16])=[CH:4][CH:3]=1)=[O:29]. (2) The product is: [F:23][C:11]1[CH:12]=[C:13]([N:16]2[CH:21]=[CH:20][CH:19]=[CH:18][C:17]2=[O:22])[CH:14]=[CH:15][C:10]=1[NH:9][C:4]([CH:5]1[CH2:6][CH:1]1[C:2]([OH:3])=[O:8])=[O:7]. Given the reactants [CH:1]12[CH2:6][CH:5]1[C:4](=[O:7])[O:3][C:2]2=[O:8].[NH2:9][C:10]1[CH:15]=[CH:14][C:13]([N:16]2[CH:21]=[CH:20][CH:19]=[CH:18][C:17]2=[O:22])=[CH:12][C:11]=1[F:23], predict the reaction product.